This data is from Full USPTO retrosynthesis dataset with 1.9M reactions from patents (1976-2016). The task is: Predict the reactants needed to synthesize the given product. (1) Given the product [N:19]1([C:16]2[N:17]=[CH:18][C:13]([C:10]3[N:9]4[CH:35]=[C:36]([CH:38]5[CH2:39][N:40]([C:42]6[CH:51]=[CH:50][C:49]7[C:44](=[CH:45][CH:46]=[CH:47][CH:48]=7)[N:43]=6)[CH2:41]5)[N:37]=[C:8]4[C:7]([N:4]4[CH2:3][CH2:2][O:1][CH2:6][CH2:5]4)=[N:12][CH:11]=3)=[CH:14][CH:15]=2)[CH2:24][CH2:23][NH:22][CH2:21][CH2:20]1, predict the reactants needed to synthesize it. The reactants are: [O:1]1[CH2:6][CH2:5][N:4]([C:7]2[C:8]3[N:9]([CH:35]=[C:36]([CH:38]4[CH2:41][N:40]([C:42]5[CH:51]=[CH:50][C:49]6[C:44](=[CH:45][CH:46]=[CH:47][CH:48]=6)[N:43]=5)[CH2:39]4)[N:37]=3)[C:10]([C:13]3[CH:14]=[CH:15][C:16]([N:19]4[CH2:24][CH2:23][N:22](C(OCC5C=CC=CC=5)=O)[CH2:21][CH2:20]4)=[N:17][CH:18]=3)=[CH:11][N:12]=2)[CH2:3][CH2:2]1. (2) The reactants are: [NH2:1][C:2]1[C:3]([C:7]2[NH:23][C:10]3=[CH:11][C:12]4[C:13]([CH3:22])([CH3:21])[C:14](=[O:20])[N:15]([CH2:18][CH3:19])[C:16]=4[CH:17]=[C:9]3[N:8]=2)=[N:4][NH:5][CH:6]=1.[C:24]([CH2:28][C:29](Cl)=[O:30])([CH3:27])([CH3:26])[CH3:25]. Given the product [CH2:18]([N:15]1[C:16]2[CH:17]=[C:9]3[N:8]=[C:7]([C:3]4[C:2]([NH:1][C:29](=[O:30])[CH2:28][C:24]([CH3:27])([CH3:26])[CH3:25])=[CH:6][NH:5][N:4]=4)[NH:23][C:10]3=[CH:11][C:12]=2[C:13]([CH3:22])([CH3:21])[C:14]1=[O:20])[CH3:19], predict the reactants needed to synthesize it. (3) Given the product [ClH:34].[ClH:34].[N:28]1([CH:25]2[CH2:26][CH2:27][N:22]([CH2:21][C:6]3[C:7]([C:15]4[CH:16]=[CH:17][CH:18]=[CH:19][CH:20]=4)=[N:8][C:9]4[C:14]([C:5]=3[C:3]([OH:4])=[O:2])=[CH:13][CH:12]=[CH:11][CH:10]=4)[CH2:23][CH2:24]2)[CH2:33][CH2:32][CH2:31][CH2:30][CH2:29]1, predict the reactants needed to synthesize it. The reactants are: C[O:2][C:3]([C:5]1[C:14]2[C:9](=[CH:10][CH:11]=[CH:12][CH:13]=2)[N:8]=[C:7]([C:15]2[CH:20]=[CH:19][CH:18]=[CH:17][CH:16]=2)[C:6]=1[CH2:21][N:22]1[CH2:27][CH2:26][CH:25]([N:28]2[CH2:33][CH2:32][CH2:31][CH2:30][CH2:29]2)[CH2:24][CH2:23]1)=[O:4].[ClH:34]. (4) The reactants are: [CH2:1]([N:8]1[CH:12]=[C:11]([CH:13]=O)[C:10]([CH:15]([CH2:18][CH3:19])[CH2:16][CH3:17])=[N:9]1)[C:2]1[CH:7]=[CH:6][CH:5]=[CH:4][CH:3]=1.C(OP([CH2:28][C:29]([O:31][CH2:32][CH3:33])=[O:30])(OCC)=O)C.CN(C)C=O.[H-].[Na+]. Given the product [CH2:1]([N:8]1[CH:12]=[C:11](/[CH:13]=[CH:28]/[C:29]([O:31][CH2:32][CH3:33])=[O:30])[C:10]([CH:15]([CH2:18][CH3:19])[CH2:16][CH3:17])=[N:9]1)[C:2]1[CH:7]=[CH:6][CH:5]=[CH:4][CH:3]=1, predict the reactants needed to synthesize it.